The task is: Regression/Classification. Given a drug SMILES string, predict its absorption, distribution, metabolism, or excretion properties. Task type varies by dataset: regression for continuous measurements (e.g., permeability, clearance, half-life) or binary classification for categorical outcomes (e.g., BBB penetration, CYP inhibition). For this dataset (solubility_aqsoldb), we predict Y.. This data is from Aqueous solubility values for 9,982 compounds from the AqSolDB database. (1) The molecule is F[B-](F)(F)F.[K+]. The Y is -1.37 log mol/L. (2) The compound is Brc1ccc(Br)c(-c2cc(Br)c(Br)cc2Br)c1. The Y is -9.73 log mol/L. (3) The drug is CCCCCCCCC(=O)[O-].CCCCCCCCC(=O)[O-].[Ca+2]. The Y is -2.41 log mol/L. (4) The compound is O=[PH]([O-])[O-].[Ca+2]. The Y is 0.949 log mol/L. (5) The molecule is Nc1nc2c(ncn2COCCOC(=O)c2ccc(CN3CCOCC3)cc2)c(=O)[nH]1. The Y is -2.75 log mol/L. (6) The drug is CNC1CCC(c2ccc(Cl)c(Cl)c2)c2ccccc21. The Y is -5.23 log mol/L. (7) The drug is O=C1NC(=O)C2CC=CCC12. The Y is -1.09 log mol/L.